Task: Predict the product of the given reaction.. Dataset: Forward reaction prediction with 1.9M reactions from USPTO patents (1976-2016) (1) Given the reactants Cl[CH2:2][C:3]1[S:4][C:5]2[C:10]([N:11]=1)=[CH:9][CH:8]=[CH:7][N:6]=2.[N:12]1[CH:17]=[CH:16][CH:15]=[CH:14][C:13]=1[N:18]1[CH2:23][CH2:22][NH:21][CH2:20][CH2:19]1.CCN(C(C)C)C(C)C, predict the reaction product. The product is: [N:12]1[CH:17]=[CH:16][CH:15]=[CH:14][C:13]=1[N:18]1[CH2:19][CH2:20][N:21]([CH2:2][C:3]2[S:4][C:5]3[C:10]([N:11]=2)=[CH:9][CH:8]=[CH:7][N:6]=3)[CH2:22][CH2:23]1. (2) Given the reactants [C:1]([NH:5][C:6]1[S:7][CH2:8][C:9]2([N:38]=1)[C:22]1[CH:21]=[C:20]([C:23]3[CH:24]=[N:25][CH:26]=[N:27][CH:28]=3)[CH:19]=CC=1O[C:15]1[C:10]2=[CH:11][C:12](B2OC(C)(C)C(C)(C)O2)=[CH:13][CH:14]=1)([CH3:4])([CH3:3])[CH3:2].[OH-:39].[Na+].[Cl-].O[NH3+].[CH2:44]([OH:46])[CH3:45], predict the reaction product. The product is: [C:1]([NH:5][C:6]1[S:7][CH2:8][C:9]2([N:38]=1)[C:10]1[CH:11]=[C:12]([OH:39])[CH:13]=[CH:14][C:15]=1[O:46][C:44]1[C:22]2=[CH:21][C:20]([C:23]2[CH:24]=[N:25][CH:26]=[N:27][CH:28]=2)=[CH:19][CH:45]=1)([CH3:2])([CH3:4])[CH3:3].